Dataset: Catalyst prediction with 721,799 reactions and 888 catalyst types from USPTO. Task: Predict which catalyst facilitates the given reaction. (1) Reactant: Cl[C:2](Cl)([O:4]C(=O)OC(Cl)(Cl)Cl)Cl.[NH:13]([C:15]([C:17]1[CH:18]=[N:19][N:20]2[C:25]([C:26]3[CH:27]=[C:28]([NH:32][C:33](=[O:44])[C:34]4[CH:39]=[CH:38][CH:37]=[C:36]([C:40]([F:43])([F:42])[F:41])[CH:35]=4)[CH:29]=[CH:30][CH:31]=3)=[CH:24][CH:23]=[N:22][C:21]=12)=[O:16])[NH2:14]. Product: [O:4]=[C:2]1[O:16][C:15]([C:17]2[CH:18]=[N:19][N:20]3[C:25]([C:26]4[CH:27]=[C:28]([NH:32][C:33](=[O:44])[C:34]5[CH:39]=[CH:38][CH:37]=[C:36]([C:40]([F:43])([F:42])[F:41])[CH:35]=5)[CH:29]=[CH:30][CH:31]=4)=[CH:24][CH:23]=[N:22][C:21]=23)=[N:13][NH:14]1. The catalyst class is: 12. (2) Reactant: [C:1](Cl)(Cl)=[S:2].[NH2:5][C:6]1[CH:13]=[CH:12][C:9]([C:10]#[N:11])=[C:8]([C:14]([F:17])([F:16])[F:15])[CH:7]=1. Product: [N:5]([C:6]1[CH:13]=[CH:12][C:9]([C:10]#[N:11])=[C:8]([C:14]([F:15])([F:16])[F:17])[CH:7]=1)=[C:1]=[S:2]. The catalyst class is: 6.